The task is: Predict which catalyst facilitates the given reaction.. This data is from Catalyst prediction with 721,799 reactions and 888 catalyst types from USPTO. (1) Reactant: [N:1]1OC([O-])=[C:4]2[CH2:9][CH2:8][CH2:7][CH2:6][N+:5]=12.[F:11][C:12]1[CH:17]=[CH:16][C:15]([C:18]#[C:19][C:20]2[CH:25]=[CH:24][N:23]=[CH:22][CH:21]=2)=[CH:14][CH:13]=1. Product: [F:11][C:12]1[CH:13]=[CH:14][C:15]([C:18]2[C:19]([C:20]3[CH:21]=[CH:22][N:23]=[CH:24][CH:25]=3)=[C:4]3[CH2:9][CH2:8][CH2:7][CH2:6][N:5]3[N:1]=2)=[CH:16][CH:17]=1. The catalyst class is: 728. (2) Reactant: [F:1][C:2]1[CH:7]=[CH:6][C:5]([C:8]2[C:17]([N:18]([CH:20]([CH3:22])[CH3:21])[CH3:19])=[N:16][C:15]3[C:10](=[CH:11][CH:12]=[C:13]([C:23]([O:25]C)=[O:24])[CH:14]=3)[N:9]=2)=[C:4]([CH3:27])[CH:3]=1.[OH-].[Na+]. Product: [F:1][C:2]1[CH:7]=[CH:6][C:5]([C:8]2[C:17]([N:18]([CH:20]([CH3:22])[CH3:21])[CH3:19])=[N:16][C:15]3[C:10](=[CH:11][CH:12]=[C:13]([C:23]([OH:25])=[O:24])[CH:14]=3)[N:9]=2)=[C:4]([CH3:27])[CH:3]=1. The catalyst class is: 24. (3) Reactant: [NH:1]1[C:9]2[CH:8]=[CH:7][CH:6]=[C:5]([C:10]#[N:11])[C:4]=2[CH:3]=[CH:2]1.[ClH:12].O1CCOCC1. Product: [NH:1]1[C:9]2[C:4](=[C:5]([CH2:10][NH2:11])[CH:6]=[CH:7][CH:8]=2)[CH2:3][CH2:2]1.[ClH:12]. The catalyst class is: 19. (4) Reactant: B(F)(F)F.CCOCC.C(O[CH:13](OCC)[CH2:14][S:15][C:16]1[CH:21]=[CH:20][CH:19]=[C:18]([O:22][CH3:23])[CH:17]=1)C.C(=O)(O)[O-].[Na+]. Product: [CH3:23][O:22][C:18]1[CH:19]=[CH:20][C:21]2[CH:13]=[CH:14][S:15][C:16]=2[CH:17]=1. The catalyst class is: 4. (5) Reactant: [Cl:1][C:2](=[N:16][OH:17])[CH:3]1[CH2:8][CH2:7][N:6]([C:9]([O:11][C:12]([CH3:15])([CH3:14])[CH3:13])=[O:10])[CH2:5][CH2:4]1.[CH3:18][S:19](Cl)(=[O:21])=[O:20].C(N(CC)CC)C. Product: [Cl:1][C:2](=[N:16][O:17][S:19]([CH3:18])(=[O:21])=[O:20])[CH:3]1[CH2:4][CH2:5][N:6]([C:9]([O:11][C:12]([CH3:13])([CH3:14])[CH3:15])=[O:10])[CH2:7][CH2:8]1. The catalyst class is: 28. (6) Reactant: [CH3:1][N:2]1[C:6]2[CH:7]=[CH:8][CH:9]=[CH:10][C:5]=2[N:4]=[C:3]1[CH:11]1[CH2:15][CH2:14][N:13](C(OC(C)(C)C)=O)[CH2:12]1.Cl. Product: [CH3:1][N:2]1[C:6]2[CH:7]=[CH:8][CH:9]=[CH:10][C:5]=2[N:4]=[C:3]1[CH:11]1[CH2:15][CH2:14][NH:13][CH2:12]1. The catalyst class is: 135. (7) Reactant: [C:12]([O:11][C:9](O[C:9]([O:11][C:12]([CH3:15])([CH3:14])[CH3:13])=[O:10])=[O:10])([CH3:15])([CH3:14])[CH3:13].C(N(CC)CC)C.[Br:23][C:24]1[CH:31]=[CH:30][C:27]([CH2:28][NH2:29])=[CH:26][CH:25]=1. Product: [C:12]([O:11][C:9]([NH:29][CH2:28][C:27]1[CH:30]=[CH:31][C:24]([Br:23])=[CH:25][CH:26]=1)=[O:10])([CH3:13])([CH3:14])[CH3:15]. The catalyst class is: 2. (8) Reactant: [Br:1][C:2]1[CH:3]=[C:4]([NH:8][C:9]2[C:21]3[C:20]4[C:15](=[CH:16][CH:17]=[CH:18][CH:19]=4)[NH:14][C:13]=3[N:12]=[C:11]([NH:22]C(=O)C(C)(C)C)[N:10]=2)[CH:5]=[CH:6][CH:7]=1.[OH-].[Na+]. Product: [Br:1][C:2]1[CH:3]=[C:4]([NH:8][C:9]2[C:21]3[C:20]4[C:15](=[CH:16][CH:17]=[CH:18][CH:19]=4)[NH:14][C:13]=3[N:12]=[C:11]([NH2:22])[N:10]=2)[CH:5]=[CH:6][CH:7]=1. The catalyst class is: 147. (9) Reactant: [F:1][C:2]1[CH:7]=[CH:6][C:5]([C:8]2[CH:9]=[C:10]3[CH2:15][CH2:14][CH2:13][N:11]3[N:12]=2)=[CH:4][CH:3]=1.[Br:16]N1C(=O)CCC1=O. Product: [Br:16][C:9]1[C:8]([C:5]2[CH:4]=[CH:3][C:2]([F:1])=[CH:7][CH:6]=2)=[N:12][N:11]2[CH2:13][CH2:14][CH2:15][C:10]=12. The catalyst class is: 146.